From a dataset of Reaction yield outcomes from USPTO patents with 853,638 reactions. Predict the reaction yield, written as a fraction of the theoretical maximum amount of product (1.0 means a 100% yield; for example, 0.34 means a 34% yield). (1) The reactants are [O:1]=[C:2]1[C:6]([C:7]2[CH:12]=[CH:11][C:10]([O:13][C:14]([F:17])([F:16])[F:15])=[CH:9][CH:8]=2)=[N:5][C:4]2([CH2:22][CH2:21][CH2:20][CH2:19][CH2:18]2)[N:3]1[CH2:23][C:24]([OH:26])=O.C(Cl)(=O)C([Cl:30])=O. The catalyst is C(Cl)Cl.CN(C=O)C. The product is [O:1]=[C:2]1[C:6]([C:7]2[CH:12]=[CH:11][C:10]([O:13][C:14]([F:17])([F:16])[F:15])=[CH:9][CH:8]=2)=[N:5][C:4]2([CH2:22][CH2:21][CH2:20][CH2:19][CH2:18]2)[N:3]1[CH2:23][C:24]([Cl:30])=[O:26]. The yield is 1.00. (2) The reactants are Cl[C:2]1[C:3]([CH3:22])=[N:4][C:5]2[C:10]([N:11]=1)=[C:9]([C:12]1[NH:20][C:19]3[CH2:18][CH2:17][NH:16][C:15](=[O:21])[C:14]=3[CH:13]=1)[CH:8]=[CH:7][CH:6]=2.Cl.[F:24][C:25]([F:31])([F:30])[C:26]([CH3:29])([NH2:28])[CH3:27].C(#N)C.[OH2:35]. The catalyst is CC(N(C)C)=O.C(Cl)Cl. The product is [C:26]([OH:21])([C:25]([F:31])([F:30])[F:24])=[O:35].[CH3:22][C:3]1[C:2]([NH:28][C:26]([CH3:29])([CH3:27])[C:25]([F:31])([F:30])[F:24])=[N:11][C:10]2[C:5](=[CH:6][CH:7]=[CH:8][C:9]=2[C:12]2[NH:20][C:19]3[CH2:18][CH2:17][NH:16][C:15](=[O:21])[C:14]=3[CH:13]=2)[N:4]=1. The yield is 0.00100. (3) The reactants are [Br:1][C:2]1[N:7]=[C:6]([NH:8][CH2:9][C:10]2[CH:11]=[C:12]3[C:17](=[CH:18][CH:19]=2)[N:16]=[CH:15][C:14]([Br:20])=[CH:13]3)[C:5]([NH2:21])=[N:4][CH:3]=1.[N:22]([O-])=O.[Na+]. The catalyst is C(O)(=O)C.O. The product is [Br:20][C:14]1[CH:15]=[N:16][C:17]2[C:12]([CH:13]=1)=[CH:11][C:10]([CH2:9][N:8]1[C:6]3=[N:7][C:2]([Br:1])=[CH:3][N:4]=[C:5]3[N:21]=[N:22]1)=[CH:19][CH:18]=2. The yield is 0.420.